From a dataset of Full USPTO retrosynthesis dataset with 1.9M reactions from patents (1976-2016). Predict the reactants needed to synthesize the given product. Given the product [CH2:1]([O:3][C:4](=[O:16])[CH:5]([CH2:11][C:12]([F:13])([F:14])[F:15])[CH2:6][C:7]([F:8])([F:10])[F:9])[CH3:2], predict the reactants needed to synthesize it. The reactants are: [CH2:1]([O:3][C:4](=[O:16])[C:5]([CH2:11][C:12]([F:15])([F:14])[F:13])=[CH:6][C:7]([F:10])([F:9])[F:8])[CH3:2].